From a dataset of Forward reaction prediction with 1.9M reactions from USPTO patents (1976-2016). Predict the product of the given reaction. (1) The product is: [Br:1][C:2]1[CH:11]=[C:10]2[C:5]([N:6]=[CH:7][C:8]([N:19]3[CH2:18][CH2:17][N:16]([C:20]([O:22][C:23]([CH3:25])([CH3:24])[CH3:26])=[O:21])[CH2:15][C:14]3=[O:13])=[N:9]2)=[CH:4][CH:3]=1. Given the reactants [Br:1][C:2]1[CH:11]=[C:10]2[C:5]([N:6]=[CH:7][C:8](Cl)=[N:9]2)=[CH:4][CH:3]=1.[O:13]=[C:14]1[NH:19][CH2:18][CH2:17][N:16]([C:20]([O:22][C:23]([CH3:26])([CH3:25])[CH3:24])=[O:21])[CH2:15]1.C(=O)([O-])[O-].[Cs+].[Cs+], predict the reaction product. (2) The product is: [C:1]([NH:4][C@@:5]1([C:13]([NH:15][C:16]([CH3:19])([CH3:18])[CH3:17])=[O:14])[CH2:9][CH2:8][CH2:7][C@@H:6]1[CH2:10][CH2:11][CH2:12][B:26]1[O:27][C:28]([CH3:30])([CH3:29])[C:24]([CH3:31])([CH3:23])[O:25]1)(=[O:3])[CH3:2]. Given the reactants [C:1]([NH:4][C@@:5]1([C:13]([NH:15][C:16]([CH3:19])([CH3:18])[CH3:17])=[O:14])[CH2:9][CH2:8][CH2:7][C@@H:6]1[CH2:10][CH:11]=[CH2:12])(=[O:3])[CH3:2].C(Cl)Cl.[CH3:23][C:24]1([CH3:31])[C:28]([CH3:30])([CH3:29])[O:27][BH:26][O:25]1, predict the reaction product. (3) Given the reactants [OH-].[Na+].[F:3][C:4]([F:33])([F:32])[C:5]1[CH:6]=[C:7]([CH:29]=[CH:30][CH:31]=1)[CH2:8][C:9]1[S:10][C:11]2[C:17]([C:18]3[CH:19]=[C:20]([CH:26]=[CH:27][CH:28]=3)[C:21](OCC)=[O:22])=[CH:16][CH:15]=[CH:14][C:12]=2[CH:13]=1.Cl.[CH3:35][O:36][CH2:37][CH2:38][NH2:39].CCN=C=NCCCN(C)C.C1C=CC2N(O)N=NC=2C=1, predict the reaction product. The product is: [CH3:35][O:36][CH2:37][CH2:38][NH:39][C:21](=[O:22])[C:20]1[CH:26]=[CH:27][CH:28]=[C:18]([C:17]2[C:11]3[S:10][C:9]([CH2:8][C:7]4[CH:29]=[CH:30][CH:31]=[C:5]([C:4]([F:3])([F:33])[F:32])[CH:6]=4)=[CH:13][C:12]=3[CH:14]=[CH:15][CH:16]=2)[CH:19]=1. (4) Given the reactants [CH2:1]([N:8]1[C:16]2[C:11](=[CH:12][C:13]([N+:17]([O-])=O)=[CH:14][CH:15]=2)[C:10]([C:20]2[CH:21]=[C:22]3[C:26](=[CH:27][CH:28]=2)[NH:25][CH:24]=[CH:23]3)=[C:9]1[C:29]([O:31][CH2:32][CH3:33])=[O:30])[C:2]1[CH:7]=[CH:6][CH:5]=[CH:4][CH:3]=1.C(O)(C(F)(F)F)=O, predict the reaction product. The product is: [NH2:17][C:13]1[CH:12]=[C:11]2[C:16](=[CH:15][CH:14]=1)[N:8]([CH2:1][C:2]1[CH:7]=[CH:6][CH:5]=[CH:4][CH:3]=1)[C:9]([C:29]([O:31][CH2:32][CH3:33])=[O:30])=[C:10]2[C:20]1[CH:21]=[C:22]2[C:26](=[CH:27][CH:28]=1)[NH:25][CH:24]=[CH:23]2.